From a dataset of Forward reaction prediction with 1.9M reactions from USPTO patents (1976-2016). Predict the product of the given reaction. (1) Given the reactants [Cl:1][C:2]1[C:10]([N+:11]([O-:13])=[O:12])=[CH:9][CH:8]=[CH:7][C:3]=1[C:4]([OH:6])=[O:5].[CH3:14]N(C)C=O.C(Cl)(=O)C(Cl)=O.CO, predict the reaction product. The product is: [Cl:1][C:2]1[C:10]([N+:11]([O-:13])=[O:12])=[CH:9][CH:8]=[CH:7][C:3]=1[C:4]([O:6][CH3:14])=[O:5]. (2) Given the reactants [CH3:1][Li].Cl[C:4]1[S:5][C:6]([CH:10]2[O:14][CH2:13][CH2:12][O:11]2)=[C:7]([Cl:9])[N:8]=1.IC, predict the reaction product. The product is: [Cl:9][C:7]1[N:8]=[C:4]([CH3:1])[S:5][C:6]=1[CH:10]1[O:14][CH2:13][CH2:12][O:11]1. (3) Given the reactants [Cl:1][C:2]1[CH:7]=[CH:6][C:5]([C:8]2[N:12]=[C:11]([C:13]3[CH:21]=[CH:20][C:16]([C:17]([OH:19])=[O:18])=[CH:15][C:14]=3[N+:22]([O-])=O)[O:10][N:9]=2)=[CH:4][CH:3]=1.O1CCCC1, predict the reaction product. The product is: [NH2:22][C:14]1[CH:15]=[C:16]([CH:20]=[CH:21][C:13]=1[C:11]1[O:10][N:9]=[C:8]([C:5]2[CH:6]=[CH:7][C:2]([Cl:1])=[CH:3][CH:4]=2)[N:12]=1)[C:17]([OH:19])=[O:18].